The task is: Predict the reactants needed to synthesize the given product.. This data is from Full USPTO retrosynthesis dataset with 1.9M reactions from patents (1976-2016). (1) Given the product [CH2:21]([O:20][C:16]1[C:17]([Br:19])=[CH:18][C:13]([C:12]2[C:8]3[C:6]([OH:7])=[C:31]([C:32]#[N:33])[C:30](=[O:34])[NH:29][C:9]=3[S:10][CH:11]=2)=[CH:14][C:15]=1[Br:28])[C:22]1[CH:27]=[CH:26][CH:25]=[CH:24][CH:23]=1, predict the reactants needed to synthesize it. The reactants are: [H-].[Na+].C(O[C:6]([C:8]1[C:12]([C:13]2[CH:18]=[C:17]([Br:19])[C:16]([O:20][CH2:21][C:22]3[CH:27]=[CH:26][CH:25]=[CH:24][CH:23]=3)=[C:15]([Br:28])[CH:14]=2)=[CH:11][S:10][C:9]=1[NH:29][C:30](=[O:34])[CH2:31][C:32]#[N:33])=[O:7])C.Cl. (2) Given the product [CH3:1][O:2][C:3]1[CH:4]=[CH:5][C:6]([C:9]2[CH:10]=[C:11]([CH2:23][NH2:24])[CH:12]=[N:13][C:14]=2[C:15]2[CH:20]=[CH:19][C:18]([O:21][CH3:22])=[CH:17][CH:16]=2)=[CH:7][CH:8]=1, predict the reactants needed to synthesize it. The reactants are: [CH3:1][O:2][C:3]1[CH:8]=[CH:7][C:6]([C:9]2[CH:10]=[C:11]([C:23]#[N:24])[CH:12]=[N:13][C:14]=2[C:15]2[CH:20]=[CH:19][C:18]([O:21][CH3:22])=[CH:17][CH:16]=2)=[CH:5][CH:4]=1. (3) The reactants are: [Br:1][C:2]1[CH:3]=[N:4][C:5]2[N:6]([N:8]=[C:9]([C:11]([OH:13])=O)[CH:10]=2)[CH:7]=1.[C:14]1([CH3:26])[CH:19]=[CH:18][CH:17]=[CH:16][C:15]=1[C:20]1[CH2:21][CH2:22][NH:23][CH2:24][CH:25]=1. Given the product [Br:1][C:2]1[CH:3]=[N:4][C:5]2[N:6]([N:8]=[C:9]([C:11]([N:23]3[CH2:22][CH:21]=[C:20]([C:15]4[CH:16]=[CH:17][CH:18]=[CH:19][C:14]=4[CH3:26])[CH2:25][CH2:24]3)=[O:13])[CH:10]=2)[CH:7]=1, predict the reactants needed to synthesize it. (4) The reactants are: [CH:1]([CH:3]1[CH2:8][CH2:7][N:6]([CH2:9][C:10]2[CH:22]=[CH:21][C:13]([C:14]([O:16][C:17]([CH3:20])([CH3:19])[CH3:18])=[O:15])=[CH:12][CH:11]=2)[CH2:5][CH2:4]1)=O.[C:23]1([C@@H:29]2[CH2:31][C@H:30]2[NH2:32])[CH:28]=[CH:27][CH:26]=[CH:25][CH:24]=1.[B-]C#N.[Na+].O. Given the product [C:23]1([C@@H:29]2[CH2:31][C@H:30]2[NH:32][CH2:1][CH:3]2[CH2:8][CH2:7][N:6]([CH2:9][C:10]3[CH:22]=[CH:21][C:13]([C:14]([O:16][C:17]([CH3:20])([CH3:19])[CH3:18])=[O:15])=[CH:12][CH:11]=3)[CH2:5][CH2:4]2)[CH:28]=[CH:27][CH:26]=[CH:25][CH:24]=1, predict the reactants needed to synthesize it. (5) Given the product [OH:13][C:14]1[CH:15]=[C:16]([C:17]([N:10]2[CH2:9][CH2:8][N:7]([C:2]3[CH:3]=[CH:4][CH:5]=[CH:6][N:1]=3)[CH2:12][CH2:11]2)=[O:18])[CH:20]=[CH:21][CH:22]=1, predict the reactants needed to synthesize it. The reactants are: [N:1]1[CH:6]=[CH:5][CH:4]=[CH:3][C:2]=1[N:7]1[CH2:12][CH2:11][NH:10][CH2:9][CH2:8]1.[OH:13][C:14]1[CH:15]=[C:16]([CH:20]=[CH:21][CH:22]=1)[C:17](O)=[O:18].C1C=CC2N(O)N=NC=2C=1.Cl.CN(C)CCCN=C=NCC.CCN(C(C)C)C(C)C. (6) Given the product [Br:1][C:2]1[C:3]([CH3:4])=[C:8]2[C:9](=[C:10]([CH3:13])[C:11]=1[Br:12])[C@H:22]([OH:23])[C@@H:5]([O:21][CH3:16])[CH:6]=[CH:7]2, predict the reactants needed to synthesize it. The reactants are: [Br:1][C:2]1[C:11]([Br:12])=[C:10]([CH3:13])[CH:9]=[C:8]2[C:3]=1[C:4]1(C)O[CH:7]2[CH:6]=[CH:5]1.[CH2:16]([OH:21])C(F)(F)F.[CH3:22][OH:23]. (7) Given the product [CH3:20][C:1]1[S:12][C:8]([C:9]2[O:10][CH:16]=[CH:15][N:14]=2)=[N:7][C:3]=1[OH:4], predict the reactants needed to synthesize it. The reactants are: [C:1]([C:3]1[O:4]C=C[N:7]=1)#N.[C:8](O)(=[S:12])[CH:9](C)[OH:10].[N:14]1C=CC=[CH:16][CH:15]=1.[CH3:20]CO.